Dataset: Forward reaction prediction with 1.9M reactions from USPTO patents (1976-2016). Task: Predict the product of the given reaction. (1) Given the reactants Br[C:2]1[C:10]2[C:5](=[N:6][CH:7]=[CH:8][C:9]=2[CH2:11][C:12]2[CH:17]=[CH:16][C:15]([NH:18]C(=O)C(F)(F)F)=[CH:14][C:13]=2[F:25])[N:4](S(C2C=CC(C)=CC=2)(=O)=O)[CH:3]=1.[CH3:36][N:37](C=O)C.O.[OH-].[Li+], predict the reaction product. The product is: [NH2:18][C:15]1[CH:16]=[CH:17][C:12]([CH2:11][C:9]2[CH:8]=[CH:7][N:6]=[C:5]3[NH:4][CH:3]=[C:2]([C:36]#[N:37])[C:10]=23)=[C:13]([F:25])[CH:14]=1. (2) Given the reactants Cl[C:2]1[O:3][C:4]2[C:5](=[C:7]([C:19]#[N:20])[C:8]([CH3:18])=[C:9]([C:12]3[CH:17]=[CH:16][CH:15]=[CH:14][CH:13]=3)[C:10]=2[F:11])[N:6]=1.[CH:21]([N:24](C(C)C)[CH2:25]C)(C)C.CNC, predict the reaction product. The product is: [F:11][C:10]1[C:9]([C:12]2[CH:17]=[CH:16][CH:15]=[CH:14][CH:13]=2)=[C:8]([CH3:18])[C:7]([C:19]#[N:20])=[C:5]2[C:4]=1[O:3][C:2]([N:24]([CH3:25])[CH3:21])=[N:6]2. (3) Given the reactants [NH2:1][C:2]12[CH2:10][CH2:9][CH:6]([CH2:7][CH2:8]1)[CH2:5][N:4]1[C:11](=[O:36])[C:12]([O:28]CC3C=CC=CC=3)=[C:13]([C:15]3[S:16][C:17]([CH2:20][C:21]4[CH:26]=[CH:25][C:24]([F:27])=[CH:23][CH:22]=4)=[CH:18][N:19]=3)[N:14]=[C:3]21.[CH3:37][N:38]([CH3:44])[C:39](=[O:43])[C:40](O)=[O:41].CN(C(ON1N=NC2C=CC=NC1=2)=[N+](C)C)C.F[P-](F)(F)(F)(F)F, predict the reaction product. The product is: [F:27][C:24]1[CH:23]=[CH:22][C:21]([CH2:20][C:17]2[S:16][C:15]([C:13]3[N:14]=[C:3]4[C:2]5([NH:1][C:40](=[O:41])[C:39]([N:38]([CH3:44])[CH3:37])=[O:43])[CH2:8][CH2:7][CH:6]([CH2:9][CH2:10]5)[CH2:5][N:4]4[C:11](=[O:36])[C:12]=3[OH:28])=[N:19][CH:18]=2)=[CH:26][CH:25]=1. (4) Given the reactants [CH:1]1([N:4]2[C:12]3[C:7](=[C:8]([O:18][CH3:19])[CH:9]=[C:10]([C:13]([O:15][CH2:16][CH3:17])=[O:14])[CH:11]=3)[C:6]([CH:20]=O)=[CH:5]2)[CH2:3][CH2:2]1.S(NN)(C1C=CC(C)=CC=1)(=O)=O, predict the reaction product. The product is: [CH:1]1([N:4]2[C:12]3[C:7](=[C:8]([O:18][CH3:19])[CH:9]=[C:10]([C:13]([O:15][CH2:16][CH3:17])=[O:14])[CH:11]=3)[C:6]([CH3:20])=[CH:5]2)[CH2:2][CH2:3]1. (5) Given the reactants C([O:8][C:9]1[C:14]([CH3:15])=[CH:13][C:12]([C:16]2[O:20][N:19]=[C:18]([C:21]3[CH:26]=[C:25]([O:27][CH3:28])[N:24]=[C:23]([CH:29]4[CH2:33][CH2:32][CH2:31][CH2:30]4)[CH:22]=3)[N:17]=2)=[CH:11][C:10]=1[CH2:34][CH3:35])C1C=CC=CC=1, predict the reaction product. The product is: [CH:29]1([C:23]2[CH:22]=[C:21]([C:18]3[N:17]=[C:16]([C:12]4[CH:13]=[C:14]([CH3:15])[C:9]([OH:8])=[C:10]([CH2:34][CH3:35])[CH:11]=4)[O:20][N:19]=3)[CH:26]=[C:25]([O:27][CH3:28])[N:24]=2)[CH2:30][CH2:31][CH2:32][CH2:33]1. (6) Given the reactants [NH2:1][C:2]1[C:11]2[N:12]=[C:13]([CH2:29][O:30][CH2:31][CH3:32])[N:14]([CH2:15][CH:16]3[CH2:21][CH2:20][N:19]([C:22]([O:24][C:25]([CH3:28])([CH3:27])[CH3:26])=[O:23])[CH2:18][CH2:17]3)[C:10]=2[C:9]2[CH:8]=[CH:7][C:6](Br)=[CH:5][C:4]=2[N:3]=1.B1([C:40]2[CH:45]=[CH:44][CH:43]=[N:42][CH:41]=2)OCCCO1, predict the reaction product. The product is: [NH2:1][C:2]1[C:11]2[N:12]=[C:13]([CH2:29][O:30][CH2:31][CH3:32])[N:14]([CH2:15][CH:16]3[CH2:21][CH2:20][N:19]([C:22]([O:24][C:25]([CH3:28])([CH3:27])[CH3:26])=[O:23])[CH2:18][CH2:17]3)[C:10]=2[C:9]2[CH:8]=[CH:7][C:6]([C:40]3[CH:41]=[N:42][CH:43]=[CH:44][CH:45]=3)=[CH:5][C:4]=2[N:3]=1. (7) Given the reactants [C:1]([C:4]1[CH:12]=[CH:11][C:7]([C:8]([OH:10])=[O:9])=[CH:6][CH:5]=1)(=[O:3])[CH3:2].[Br:13]Br, predict the reaction product. The product is: [Br:13][CH2:2][C:1]([C:4]1[CH:12]=[CH:11][C:7]([C:8]([OH:10])=[O:9])=[CH:6][CH:5]=1)=[O:3].